This data is from Reaction yield outcomes from USPTO patents with 853,638 reactions. The task is: Predict the reaction yield, written as a fraction of the theoretical maximum amount of product (1.0 means a 100% yield; for example, 0.34 means a 34% yield). (1) The reactants are [ClH:1].C([N:9]1[CH2:16][C@@H:15]2[C@@H:11]([CH2:12][N:13]([C:17]([O:19][C:20]([CH3:23])([CH3:22])[CH3:21])=[O:18])[CH2:14]2)[CH2:10]1)C1C=CC=CC=1.N#N. The catalyst is CO.CCOC(C)=O.[Pd]. The product is [ClH:1].[CH2:12]1[CH:11]2[CH2:10][NH:9][CH2:16][CH:15]2[CH2:14][N:13]1[C:17]([O:19][C:20]([CH3:23])([CH3:22])[CH3:21])=[O:18]. The yield is 0.870. (2) The reactants are Br[C:2]1[CH:7]=[C:6]([O:8][CH3:9])[CH:5]=[C:4]([O:10][CH3:11])[CH:3]=1.C([Li])CCC.[B:17](OC)([O:20]C)[O:18]C. The catalyst is C1COCC1. The product is [CH3:11][O:10][C:4]1[CH:3]=[C:2]([B:17]([OH:20])[OH:18])[CH:7]=[C:6]([O:8][CH3:9])[CH:5]=1. The yield is 0.530.